This data is from Forward reaction prediction with 1.9M reactions from USPTO patents (1976-2016). The task is: Predict the product of the given reaction. Given the reactants Br[C:2]1[CH:14]=[CH:13][C:5]([CH2:6][N:7]2[CH2:12][CH2:11][CH2:10][CH2:9][CH2:8]2)=[C:4]([O:15][CH3:16])[CH:3]=1.[B:17]1([B:17]2[O:21][C:20]([CH3:23])([CH3:22])[C:19]([CH3:25])([CH3:24])[O:18]2)[O:21][C:20]([CH3:23])([CH3:22])[C:19]([CH3:25])([CH3:24])[O:18]1.C([O-])(=O)C.[K+], predict the reaction product. The product is: [CH3:16][O:15][C:4]1[CH:3]=[C:2]([B:17]2[O:21][C:20]([CH3:23])([CH3:22])[C:19]([CH3:25])([CH3:24])[O:18]2)[CH:14]=[CH:13][C:5]=1[CH2:6][N:7]1[CH2:12][CH2:11][CH2:10][CH2:9][CH2:8]1.